Dataset: Forward reaction prediction with 1.9M reactions from USPTO patents (1976-2016). Task: Predict the product of the given reaction. (1) Given the reactants [NH:1]1[CH2:6][CH2:5][CH2:4][CH2:3][CH2:2]1.CC1C=CC(S(O[CH2:18][C:19]2([OH:36])[C:23](=[O:24])[O:22][C@H:21]3[C:25]4[C@@:30]([CH3:33])([CH2:31][CH2:32][C:20]23[OH:35])[CH2:29][CH2:28][CH2:27][C:26]=4[CH3:34])(=O)=O)=CC=1.C(=O)(O)[O-].[Na+], predict the reaction product. The product is: [OH:36][C:19]1([CH2:18][N:1]2[CH2:6][CH2:5][CH2:4][CH2:3][CH2:2]2)[C:23](=[O:24])[O:22][C@H:21]2[C:25]3[C@@:30]([CH3:33])([CH2:31][CH2:32][C:20]12[OH:35])[CH2:29][CH2:28][CH2:27][C:26]=3[CH3:34]. (2) Given the reactants [F:1][C:2]1[CH:7]=[CH:6][CH:5]=[CH:4][C:3]=1[OH:8].C(=O)([O-])[O-].[Cs+].[Cs+].N1C2C(=CC=C3C=2N=CC=C3)C=CC=1.C(=O)(O)[O-].[Na+].Cl[C:35]1[N:40]=[CH:39][C:38]2[N:41]=[C:42]([C:44]3[CH:49]=[C:48]([CH3:50])[C:47]([O:51][CH3:52])=[C:46]([CH3:53])[CH:45]=3)[O:43][C:37]=2[CH:36]=1, predict the reaction product. The product is: [F:1][C:2]1[CH:7]=[CH:6][CH:5]=[CH:4][C:3]=1[O:8][C:35]1[N:40]=[CH:39][C:38]2[N:41]=[C:42]([C:44]3[CH:45]=[C:46]([CH3:53])[C:47]([O:51][CH3:52])=[C:48]([CH3:50])[CH:49]=3)[O:43][C:37]=2[CH:36]=1. (3) Given the reactants CS([C:4]1[N:9]=[C:8]([C:10]2[C:11]([NH2:21])=[N:12][NH:13][C:14]=2[C:15]2[CH:20]=[CH:19][CH:18]=[CH:17][CH:16]=2)[CH:7]=[CH:6][N:5]=1)=O.[NH2:22][C:23]1[CH:28]=[CH:27][CH:26]=[CH:25][CH:24]=1, predict the reaction product. The product is: [NH2:21][C:11]1[C:10]([C:8]2[CH:7]=[CH:6][N:5]=[C:4]([NH:22][C:23]3[CH:28]=[CH:27][CH:26]=[CH:25][CH:24]=3)[N:9]=2)=[C:14]([C:15]2[CH:20]=[CH:19][CH:18]=[CH:17][CH:16]=2)[NH:13][N:12]=1. (4) Given the reactants [CH3:1][C:2]1[C:32]([CH3:33])=[CH:31][CH:30]=[CH:29][C:3]=1[O:4][CH2:5][CH2:6][CH2:7][C:8]([N:10]1[C:19]2[C:14](=[C:15](B3OC(C)(C)C(C)(C)O3)[CH:16]=[CH:17][CH:18]=2)[CH2:13][CH2:12][CH2:11]1)=[O:9].Br[C:35]1[CH:40]=[CH:39][N:38]=[C:37]([C:41]([O:43][CH3:44])=[O:42])[CH:36]=1.C(=O)([O-])[O-].[K+].[K+].O, predict the reaction product. The product is: [CH3:1][C:2]1[C:32]([CH3:33])=[CH:31][CH:30]=[CH:29][C:3]=1[O:4][CH2:5][CH2:6][CH2:7][C:8]([N:10]1[C:19]2[C:14](=[C:15]([C:35]3[CH:40]=[CH:39][N:38]=[C:37]([C:41]([O:43][CH3:44])=[O:42])[CH:36]=3)[CH:16]=[CH:17][CH:18]=2)[CH2:13][CH2:12][CH2:11]1)=[O:9]. (5) The product is: [CH2:1]([O:8][C:9]1[CH:14]=[CH:13][CH:12]=[CH:11][C:10]=1[CH:34]([C:33]1[CH:32]=[CH:31][C:30]([CH:29]=[C:28]([F:27])[F:38])=[CH:37][CH:36]=1)[OH:35])[C:2]1[CH:7]=[CH:6][CH:5]=[CH:4][CH:3]=1. Given the reactants [CH2:1]([O:8][C:9]1[CH:14]=[CH:13][CH:12]=[CH:11][C:10]=1Br)[C:2]1[CH:7]=[CH:6][CH:5]=[CH:4][CH:3]=1.CCCCCC.C([Li])CCC.[F:27][C:28]([F:38])=[CH:29][C:30]1[CH:37]=[CH:36][C:33]([CH:34]=[O:35])=[CH:32][CH:31]=1.[Cl-].[NH4+], predict the reaction product. (6) Given the reactants BrBr.[C:3]1([C:9]([C:11]([C:13]2[CH:18]=[CH:17][CH:16]=[CH:15][CH:14]=2)=[O:12])=O)C=CC=CC=1.C(O)C.[NH2:22][C:23]1[CH:28]=[C:27]([CH3:29])[CH:26]=[CH:25][N:24]=1, predict the reaction product. The product is: [CH3:29][C:27]1[CH:26]=[CH:25][N:24]2[CH:3]=[C:9]([C:11]([C:13]3[CH:14]=[CH:15][CH:16]=[CH:17][CH:18]=3)=[O:12])[N:22]=[C:23]2[CH:28]=1. (7) Given the reactants N[CH:2]1[CH:9]2[N:5]([CH2:6][CH:7]([O:17][C@@H:18]([C:20]3[CH:25]=[C:24]([C:26]([F:29])([F:28])[F:27])[CH:23]=[C:22]([C:30]([F:33])([F:32])[F:31])[CH:21]=3)[CH3:19])[CH:8]2[C:10]2[CH:15]=[CH:14][CH:13]=[CH:12][C:11]=2[CH3:16])[C:4](=[O:34])[CH2:3]1.BrC[CH2:37][CH2:38][O:39][CH2:40][CH2:41]Br.C([O-])([O-])=O.[Na+].[Na+].CC#[N:51], predict the reaction product. The product is: [F:31][C:30]([F:33])([F:32])[C:22]1[CH:21]=[C:20]([C@H:18]([O:17][C@@H:7]2[C@@H:8]([C:10]3[CH:15]=[CH:14][CH:13]=[CH:12][C:11]=3[CH3:16])[C@H:9]3[N:5]([C:4](=[O:34])[CH:3]([N:51]4[CH2:41][CH2:40][O:39][CH2:38][CH2:37]4)[CH2:2]3)[CH2:6]2)[CH3:19])[CH:25]=[C:24]([C:26]([F:27])([F:28])[F:29])[CH:23]=1. (8) Given the reactants [CH3:1][N:2]([CH3:22])[CH2:3][CH2:4][NH:5][C:6]1[N:7]=[N+:8]([O-:21])[C:9]2[CH:15]=[C:14]3[CH2:16][CH2:17][CH2:18][CH2:19][CH2:20][C:13]3=[CH:12][C:10]=2[N:11]=1.C[OH:24], predict the reaction product. The product is: [O-:21][N+:8]1[C:9]2[CH:15]=[C:14]3[CH2:16][CH2:17][CH2:18][CH2:19][CH2:20][C:13]3=[CH:12][C:10]=2[N+:11]([O-:24])=[C:6]([NH:5][CH2:4][CH2:3][N:2]([CH3:22])[CH3:1])[N:7]=1. (9) Given the reactants [CH2:1]([N:8]1[CH2:13][CH2:12][N:11]([CH2:14][C:15]2[CH:20]=[CH:19][CH:18]=[CH:17][CH:16]=2)[CH2:10][C@@H:9]1[CH:21]=[CH2:22])[C:2]1[CH:7]=[CH:6][CH:5]=[CH:4][CH:3]=1.C12BC(CCC1)CCC2.I[C:33]1[CH:38]=[CH:37][CH:36]=[C:35]([O:39][CH3:40])[CH:34]=1.C1(P(C2C=CC=CC=2)C2C=CC=CC=2)C=CC=CC=1.[OH-].[Na+].C(CN)O, predict the reaction product. The product is: [CH2:1]([N:8]1[CH2:13][CH2:12][N:11]([CH2:14][C:15]2[CH:20]=[CH:19][CH:18]=[CH:17][CH:16]=2)[CH2:10][C@@H:9]1[CH2:21][CH2:22][C:33]1[CH:38]=[CH:37][CH:36]=[C:35]([O:39][CH3:40])[CH:34]=1)[C:2]1[CH:3]=[CH:4][CH:5]=[CH:6][CH:7]=1.